From a dataset of Reaction yield outcomes from USPTO patents with 853,638 reactions. Predict the reaction yield, written as a fraction of the theoretical maximum amount of product (1.0 means a 100% yield; for example, 0.34 means a 34% yield). (1) The reactants are [NH2:1][C:2]1[C:3]([F:20])=[C:4]([C:16]([F:19])=[CH:17][CH:18]=1)[C:5]([N:7]1[CH2:11][CH2:10][CH2:9][C@H:8]1[C:12]([O:14][CH3:15])=[O:13])=[O:6].[CH3:21][O:22][C:23]1[C:24](=O)[C:25](=[O:29])[C:26]=1[O:27]C. The catalyst is CO. The product is [F:20][C:3]1[C:2]([NH:1][C:24]2[C:25](=[O:29])[C:26](=[O:27])[C:23]=2[O:22][CH3:21])=[CH:18][CH:17]=[C:16]([F:19])[C:4]=1[C:5]([N:7]1[CH2:11][CH2:10][CH2:9][C@H:8]1[C:12]([O:14][CH3:15])=[O:13])=[O:6]. The yield is 0.790. (2) The reactants are I(O)(=O)(=O)=O.[I:6]I.S(=O)(=O)(O)O.[Cl:13][C:14]1[C:19]([F:20])=[CH:18][CH:17]=[C:16]([Cl:21])[C:15]=1[C@H:22]([O:24][C:25]1[C:26]([NH2:31])=[N:27][CH:28]=[CH:29][CH:30]=1)[CH3:23]. The catalyst is C(O)(=O)C.O. The product is [I:6][C:29]1[CH:30]=[C:25]([O:24][C@@H:22]([C:15]2[C:16]([Cl:21])=[CH:17][CH:18]=[C:19]([F:20])[C:14]=2[Cl:13])[CH3:23])[C:26]([NH2:31])=[N:27][CH:28]=1. The yield is 0.616. (3) The reactants are [H-].[Na+].[C:3]1([C:5](=[CH:7][CH:8]=[CH:9][CH:10]=1)[OH:6])[OH:4].[Cl:11][C:12]1[N:13]=[N:14][C:15](Cl)=[CH:16][C:17]=1Cl. The catalyst is O1CCOCC1. The product is [Cl:11][C:12]1[N:13]=[N:14][C:15]2[O:4][C:3]3[CH:10]=[CH:9][CH:8]=[CH:7][C:5]=3[O:6][C:16]=2[CH:17]=1. The yield is 0.697.